Dataset: Forward reaction prediction with 1.9M reactions from USPTO patents (1976-2016). Task: Predict the product of the given reaction. (1) Given the reactants [NH2:1][C:2]1[CH:3]=[C:4]2[C:8](=[CH:9][CH:10]=1)[NH:7][C:6]([C:11]([CH3:22])([CH3:21])[CH2:12][NH:13][C:14](=[O:20])[O:15][C:16]([CH3:19])([CH3:18])[CH3:17])=[CH:5]2.[O:23]1[C:27]2[CH:28]=[C:29]([C:32]3([C:35](O)=[O:36])[CH2:34][CH2:33]3)[CH:30]=[CH:31][C:26]=2[O:25][CH2:24]1.C(Cl)CCl.C1C=CC2N(O)N=NC=2C=1.CCN(CC)CC, predict the reaction product. The product is: [O:25]1[C:26]2[CH:31]=[CH:30][C:29]([C:32]3([C:35]([NH:1][C:2]4[CH:3]=[C:4]5[C:8](=[CH:9][CH:10]=4)[NH:7][C:6]([C:11]([CH3:22])([CH3:21])[CH2:12][NH:13][C:14](=[O:20])[O:15][C:16]([CH3:17])([CH3:19])[CH3:18])=[CH:5]5)=[O:36])[CH2:33][CH2:34]3)=[CH:28][C:27]=2[O:23][CH2:24]1. (2) Given the reactants [CH3:1][O:2][C:3]1[N:8]=[C:7]([O:9][CH3:10])[N:6]=[C:5]([CH:11]2[C:19]3[C:14](=[C:15]([F:20])[CH:16]=[CH:17][CH:18]=3)[NH:13][C:12]2=[O:21])[N:4]=1.N12CCN(CC1)CC2.[F:30][C:31]([F:44])([F:43])[S:32](O[S:32]([C:31]([F:44])([F:43])[F:30])(=[O:34])=[O:33])(=[O:34])=[O:33].Cl, predict the reaction product. The product is: [F:30][C:31]([F:44])([F:43])[S:32]([O:21][C:12]1[NH:13][C:14]2[C:19]([C:11]=1[C:5]1[N:4]=[C:3]([O:2][CH3:1])[N:8]=[C:7]([O:9][CH3:10])[N:6]=1)=[CH:18][CH:17]=[CH:16][C:15]=2[F:20])(=[O:34])=[O:33]. (3) Given the reactants [OH:1][C@@H:2]([CH2:16][C:17]1[CH:22]=[CH:21][CH:20]=[CH:19][CH:18]=1)[CH2:3][NH:4][CH2:5][C:6]1[CH:15]=[CH:14][C:9]([C:10]([O:12][CH3:13])=[O:11])=[CH:8][CH:7]=1.C([C@@H]1CO1)C1C=CC=CC=1.Cl.NCC1C=CC(C(OC)=O)=CC=1, predict the reaction product. The product is: [OH:1][C@H:2]([CH2:16][C:17]1[CH:22]=[CH:21][CH:20]=[CH:19][CH:18]=1)[CH2:3][NH:4][CH2:5][C:6]1[CH:15]=[CH:14][C:9]([C:10]([O:12][CH3:13])=[O:11])=[CH:8][CH:7]=1. (4) Given the reactants [O:1]=[C:2]1[CH2:7][CH2:6][C:5]([C:11]2[CH:16]=[CH:15][CH:14]=[CH:13][CH:12]=2)([C:8]([OH:10])=O)[CH2:4][CH2:3]1.[F:17][C:18]([F:32])([F:31])[C:19]1[CH:20]=[C:21]([CH:24]=[C:25]([C:27]([F:30])([F:29])[F:28])[CH:26]=1)[CH2:22][NH2:23], predict the reaction product. The product is: [O:1]=[C:2]1[CH2:3][CH2:4][C:5]([C:11]2[CH:16]=[CH:15][CH:14]=[CH:13][CH:12]=2)([C:8]([NH:23][CH2:22][C:21]2[CH:24]=[C:25]([C:27]([F:28])([F:29])[F:30])[CH:26]=[C:19]([C:18]([F:17])([F:31])[F:32])[CH:20]=2)=[O:10])[CH2:6][CH2:7]1. (5) Given the reactants [CH3:1][O:2][C:3]1[C:12]2[C:7](=[CH:8][CH:9]=[CH:10][CH:11]=2)[C:6]([O:13][CH3:14])=[CH:5][C:4]=1[CH2:15][OH:16], predict the reaction product. The product is: [CH3:1][O:2][C:3]1[C:12]2[C:7](=[CH:8][CH:9]=[CH:10][CH:11]=2)[C:6]([O:13][CH3:14])=[CH:5][C:4]=1[CH:15]=[O:16]. (6) Given the reactants CO[C:3](=[O:16])[C:4]1[CH:9]=[CH:8][C:7]([N:10]2[CH:14]=[CH:13][CH:12]=[CH:11]2)=[CH:6][C:5]=1[OH:15].[CH:17]1([Mg]Cl)[CH2:22][CH2:21][CH2:20][CH2:19][CH2:18]1.[NH4+].[Cl-], predict the reaction product. The product is: [CH:17]1([C:3]([CH:4]2[CH2:9][CH2:8][CH2:7][CH2:6][CH2:5]2)([OH:16])[C:4]2[CH:9]=[CH:8][C:7]([N:10]3[CH:11]=[CH:12][CH:13]=[CH:14]3)=[CH:6][C:5]=2[OH:15])[CH2:22][CH2:21][CH2:20][CH2:19][CH2:18]1.